This data is from Reaction yield outcomes from USPTO patents with 853,638 reactions. The task is: Predict the reaction yield, written as a fraction of the theoretical maximum amount of product (1.0 means a 100% yield; for example, 0.34 means a 34% yield). (1) The reactants are [CH:1]([N:14]1[CH2:17][CH:16]([CH2:18][CH2:19][CH2:20][CH2:21]I)[CH2:15]1)([C:8]1[CH:13]=[CH:12][CH:11]=[CH:10][CH:9]=1)[C:2]1[CH:7]=[CH:6][CH:5]=[CH:4][CH:3]=1.[N-:23]=[N+:24]=[N-:25].[Na+].O. The catalyst is CS(C)=O. The product is [N:23]([CH2:21][CH2:20][CH2:19][CH2:18][CH:16]1[CH2:17][N:14]([CH:1]([C:8]2[CH:13]=[CH:12][CH:11]=[CH:10][CH:9]=2)[C:2]2[CH:7]=[CH:6][CH:5]=[CH:4][CH:3]=2)[CH2:15]1)=[N+:24]=[N-:25]. The yield is 0.910. (2) The reactants are [CH3:1][C:2]1[O:3][C:4]([C:8](=O)[CH3:9])=[C:5]([CH3:7])[N:6]=1.[OH-].[NH4+:12].Cl. No catalyst specified. The product is [CH3:1][C:2]1[N:12]=[C:8]([CH3:9])[C:4]([OH:3])=[C:5]([CH3:7])[N:6]=1. The yield is 0.600. (3) The reactants are Cl[CH2:2][C:3]1[CH:8]=[CH:7][CH:6]=[CH:5][C:4]=1[CH2:9][C:10]([OH:12])=[O:11].[NH:13]1[CH2:18][CH2:17][O:16][CH2:15][CH2:14]1. The catalyst is C1COCC1.C(OCC)(=O)C. The product is [O:16]1[CH2:17][CH2:18][N:13]([CH2:2][C:3]2[CH:8]=[CH:7][CH:6]=[CH:5][C:4]=2[CH2:9][C:10]([OH:12])=[O:11])[CH2:14][CH2:15]1. The yield is 0.870. (4) The product is [CH:40]([C@H:37]1[C@@H:5]2[C@@H:6]3[C@@:19]([CH3:22])([CH2:20][CH2:21][C@@:4]2([C:2](=[O:3])[NH:43][CH2:44][CH2:45][C:46]2[CH:51]=[CH:50][CH:49]=[CH:48][N:47]=2)[CH2:39][CH2:38]1)[C@@:18]1([CH3:23])[C@@H:9]([C@:10]2([CH3:36])[C@@H:15]([CH2:16][CH2:17]1)[C:14]([CH3:25])([CH3:24])[C@@H:13]([C:26]1[CH:35]=[CH:34][C:29]([C:30]([O:32][CH3:33])=[O:31])=[CH:28][CH:27]=1)[CH2:12][CH2:11]2)[CH2:8][CH2:7]3)([CH3:42])[CH3:41]. The yield is 0.700. The reactants are Cl[C:2]([C@:4]12[CH2:39][CH2:38][C@@H:37]([CH:40]([CH3:42])[CH3:41])[C@@H:5]1[C@@H:6]1[C@@:19]([CH3:22])([CH2:20][CH2:21]2)[C@@:18]2([CH3:23])[C@@H:9]([C@:10]3([CH3:36])[C@@H:15]([CH2:16][CH2:17]2)[C:14]([CH3:25])([CH3:24])[C@@H:13]([C:26]2[CH:35]=[CH:34][C:29]([C:30]([O:32][CH3:33])=[O:31])=[CH:28][CH:27]=2)[CH2:12][CH2:11]3)[CH2:8][CH2:7]1)=[O:3].[NH2:43][CH2:44][CH2:45][C:46]1[CH:51]=[CH:50][CH:49]=[CH:48][N:47]=1. The catalyst is ClCCCl.CN(C1C=CN=CC=1)C.O. (5) The reactants are [CH3:1][O:2][C:3]1[C:10]([C:11]2[CH:16]=[CH:15][CH:14]=[CH:13][CH:12]=2)=[C:9]([O:17][CH3:18])[CH:8]=[CH:7][C:4]=1[CH:5]=O.ClC1C(OC)=C(C=[CH:29][C:30]([OH:32])=[O:31])C=CC=1OC. No catalyst specified. The product is [CH3:1][O:2][C:3]1[C:10]([C:11]2[CH:16]=[CH:15][CH:14]=[CH:13][CH:12]=2)=[C:9]([O:17][CH3:18])[CH:8]=[CH:7][C:4]=1/[CH:5]=[CH:29]/[C:30]([OH:32])=[O:31]. The yield is 0.960. (6) The reactants are [Br:1][C:2]1[S:14][C:13]2[C:4](=[C:5]3[C:10](=[C:11]4[CH:17]=[C:16]([Br:18])[S:15][C:12]4=2)N=C(C[C@@H](C)CCCC(C)C)C(C[C@@H](C)CCCC(C)C)=N3)[CH:3]=1.CC1(C)C(C)(C)OB(C2SC3[C:50]4SC(B5OC(C)(C)C(C)(C)O5)=[CH:53][C:54]=4[C:55](CCCCCCCC)([CH2:56][CH2:57][CH2:58][CH2:59][CH2:60][CH2:61][CH2:62][CH3:63])[C:47]=3C=2)O1.C([O-])([O-])=O.[Na+].[Na+].[C:88]1([CH3:94])[CH:93]=[CH:92][CH:91]=[CH:90][CH:89]=1. The catalyst is CCCCCCCC[N+](CCCCCCCC)(CCCCCCCC)C.[Cl-].C1C=CC([P]([Pd]([P](C2C=CC=CC=2)(C2C=CC=CC=2)C2C=CC=CC=2)([P](C2C=CC=CC=2)(C2C=CC=CC=2)C2C=CC=CC=2)[P](C2C=CC=CC=2)(C2C=CC=CC=2)C2C=CC=CC=2)(C2C=CC=CC=2)C2C=CC=CC=2)=CC=1. The product is [Br:1][C:2]1[S:14][C:13]2[C:12]3[S:15][C:16]([Br:18])=[CH:17][C:11]=3[C:10]3[C:5]([C:4]=2[CH:3]=1)=[CH:47][C:55]([CH2:56][CH2:57][CH2:58][CH2:59][CH2:60][CH2:61][CH2:62][CH3:63])=[C:54]([CH2:53][CH2:89][CH2:90][CH2:91][CH2:92][CH2:93][CH2:88][CH3:94])[CH:50]=3. The yield is 0.860. (7) The reactants are [NH2:1][C:2]1[C:3]([C:9]([OH:11])=O)=[N:4][CH:5]=[C:6]([Br:8])[CH:7]=1.[CH3:12][NH2:13]. The catalyst is CN(C=O)C. The product is [NH2:1][C:2]1[C:3]([C:9]([NH:13][CH3:12])=[O:11])=[N:4][CH:5]=[C:6]([Br:8])[CH:7]=1. The yield is 0.940.